This data is from Catalyst prediction with 721,799 reactions and 888 catalyst types from USPTO. The task is: Predict which catalyst facilitates the given reaction. Reactant: [OH:1][C:2]1[CH:10]=[C:9]2[C:5]([CH:6]=[CH:7][N:8]2[C:11]2[N:15]([CH3:16])[N:14]=[C:13]([CH3:17])[C:12]=2/[CH:18]=[CH:19]/[C:20]([O:22][CH2:23][CH3:24])=[O:21])=[CH:4][CH:3]=1.Cl[CH2:26][C:27](=[O:29])[CH3:28].C(=O)([O-])[O-].[K+].[K+].[I-].[Na+]. Product: [CH3:16][N:15]1[C:11]([N:8]2[C:9]3[C:5](=[CH:4][CH:3]=[C:2]([O:1][CH2:26][C:27](=[O:29])[CH3:28])[CH:10]=3)[CH:6]=[CH:7]2)=[C:12](/[CH:18]=[CH:19]/[C:20]([O:22][CH2:23][CH3:24])=[O:21])[C:13]([CH3:17])=[N:14]1. The catalyst class is: 95.